This data is from Reaction yield outcomes from USPTO patents with 853,638 reactions. The task is: Predict the reaction yield, written as a fraction of the theoretical maximum amount of product (1.0 means a 100% yield; for example, 0.34 means a 34% yield). (1) The reactants are CC1C=CC(S(OCC2CC3C=CC=C(C4C=C(Cl)C=C(Cl)C=4)C=3O2)(=O)=O)=CC=1.[N-]=[N+]=[N-].[Na+].[N:34]([CH2:37][CH:38]1[CH2:42][C:41]2[CH:43]=[CH:44][CH:45]=[C:46]([C:47]3[CH:52]=[C:51]([Cl:53])[CH:50]=[C:49]([Cl:54])[CH:48]=3)[C:40]=2[O:39]1)=[N+]=[N-].[N-]=[N+]=[N-].C1(P(C2C=CC=CC=2)C2C=CC=CC=2)C=CC=CC=1. No catalyst specified. The product is [Cl:53][C:51]1[CH:52]=[C:47]([C:46]2[C:40]3[O:39][CH:38]([CH2:37][NH2:34])[CH2:42][C:41]=3[CH:43]=[CH:44][CH:45]=2)[CH:48]=[C:49]([Cl:54])[CH:50]=1. The yield is 0.490. (2) The reactants are S(C)C.[N+:4]([C:7]1[CH:8]=[CH:9][C:10]2[O:15][CH2:14][C:13](=O)[NH:12][C:11]=2[CH:17]=1)([O-:6])=[O:5]. The catalyst is C1COCC1. The product is [N+:4]([C:7]1[CH:8]=[CH:9][C:10]2[O:15][CH2:14][CH2:13][NH:12][C:11]=2[CH:17]=1)([O-:6])=[O:5]. The yield is 0.890. (3) The reactants are Cl[C:2]1[CH:7]=[CH:6][C:5]([N+:8]([O-:10])=[O:9])=[C:4]([F:11])[CH:3]=1.[C:12]1(B(O)O)[CH:17]=[CH:16][CH:15]=[CH:14][CH:13]=1.O.P([O-])([O-])([O-])=O.[K+].[K+].[K+].C1(C)C=CC=CC=1. The catalyst is C1C=CC(/C=C/C(/C=C/C2C=CC=CC=2)=O)=CC=1.C1C=CC(/C=C/C(/C=C/C2C=CC=CC=2)=O)=CC=1.C1C=CC(/C=C/C(/C=C/C2C=CC=CC=2)=O)=CC=1.[Pd].[Pd].COC1C=CC=C(OC)C=1C1C=CC=CC=1P(C1CCCCC1)C1CCCCC1.O. The product is [F:11][C:4]1[CH:3]=[C:2]([C:12]2[CH:17]=[CH:16][CH:15]=[CH:14][CH:13]=2)[CH:7]=[CH:6][C:5]=1[N+:8]([O-:10])=[O:9]. The yield is 0.620.